From a dataset of NCI-60 drug combinations with 297,098 pairs across 59 cell lines. Regression. Given two drug SMILES strings and cell line genomic features, predict the synergy score measuring deviation from expected non-interaction effect. (1) Drug 1: CN(C)N=NC1=C(NC=N1)C(=O)N. Drug 2: C1=CC=C(C(=C1)C(C2=CC=C(C=C2)Cl)C(Cl)Cl)Cl. Cell line: NCI-H322M. Synergy scores: CSS=-4.11, Synergy_ZIP=1.61, Synergy_Bliss=-0.483, Synergy_Loewe=-3.44, Synergy_HSA=-3.57. (2) Drug 1: C1=C(C(=O)NC(=O)N1)N(CCCl)CCCl. Drug 2: CC1CCC2CC(C(=CC=CC=CC(CC(C(=O)C(C(C(=CC(C(=O)CC(OC(=O)C3CCCCN3C(=O)C(=O)C1(O2)O)C(C)CC4CCC(C(C4)OC)O)C)C)O)OC)C)C)C)OC. Cell line: SK-MEL-5. Synergy scores: CSS=14.7, Synergy_ZIP=-10.7, Synergy_Bliss=-9.43, Synergy_Loewe=-9.11, Synergy_HSA=-6.12. (3) Drug 1: CC1=C2C(C(=O)C3(C(CC4C(C3C(C(C2(C)C)(CC1OC(=O)C(C(C5=CC=CC=C5)NC(=O)OC(C)(C)C)O)O)OC(=O)C6=CC=CC=C6)(CO4)OC(=O)C)OC)C)OC. Drug 2: C1=CC=C(C(=C1)C(C2=CC=C(C=C2)Cl)C(Cl)Cl)Cl. Cell line: SNB-75. Synergy scores: CSS=40.9, Synergy_ZIP=10.4, Synergy_Bliss=10.7, Synergy_Loewe=-26.0, Synergy_HSA=11.1. (4) Drug 1: CC1=C2C(C(=O)C3(C(CC4C(C3C(C(C2(C)C)(CC1OC(=O)C(C(C5=CC=CC=C5)NC(=O)C6=CC=CC=C6)O)O)OC(=O)C7=CC=CC=C7)(CO4)OC(=O)C)O)C)OC(=O)C. Drug 2: CC1C(C(CC(O1)OC2CC(CC3=C2C(=C4C(=C3O)C(=O)C5=CC=CC=C5C4=O)O)(C(=O)C)O)N)O. Cell line: 786-0. Synergy scores: CSS=55.8, Synergy_ZIP=-0.875, Synergy_Bliss=2.93, Synergy_Loewe=4.95, Synergy_HSA=6.15.